From a dataset of Full USPTO retrosynthesis dataset with 1.9M reactions from patents (1976-2016). Predict the reactants needed to synthesize the given product. (1) Given the product [CH2:17]([CH:7]1[CH2:6][C:5]2[C:9](=[CH:10][C:11]([O:12][CH3:13])=[C:3]([O:2][CH3:1])[CH:4]=2)[C:8]1=[O:14])[CH:16]=[CH2:15], predict the reactants needed to synthesize it. The reactants are: [CH3:1][O:2][C:3]1[CH:4]=[C:5]2[C:9](=[CH:10][C:11]=1[O:12][CH3:13])[C:8](=[O:14])[CH2:7][CH2:6]2.[CH2:15](Br)[CH:16]=[CH2:17]. (2) Given the product [OH:27][CH2:26][CH2:25][NH:24][C:21]([C:11]1[C:10]([NH:9][C:7]([C:2]2[CH:3]=[CH:4][CH:5]=[CH:6][N:1]=2)=[O:8])=[CH:14][N:13]([CH:15]2[CH2:20][CH2:19][CH2:18][CH2:17][O:16]2)[N:12]=1)=[O:23], predict the reactants needed to synthesize it. The reactants are: [N:1]1[CH:6]=[CH:5][CH:4]=[CH:3][C:2]=1[C:7]([NH:9][C:10]1[C:11]([C:21]([OH:23])=O)=[N:12][N:13]([CH:15]2[CH2:20][CH2:19][CH2:18][CH2:17][O:16]2)[CH:14]=1)=[O:8].[NH2:24][CH2:25][CH2:26][OH:27].CCN=C=NCCCN(C)C.C1C=CC2N(O)N=NC=2C=1.C(N(CC)CC)C.C(=O)([O-])O.[Na+].